Dataset: Reaction yield outcomes from USPTO patents with 853,638 reactions. Task: Predict the reaction yield, written as a fraction of the theoretical maximum amount of product (1.0 means a 100% yield; for example, 0.34 means a 34% yield). The reactants are [CH3:1][C:2]1[N:3]([CH2:29][C:30]([O:32]CC)=[O:31])[C:4]2[CH2:5][C:6]([CH3:28])([CH3:27])[CH2:7][CH2:8][C:9]=2[C:10]=1[CH2:11][C:12]1[CH:17]=[CH:16][CH:15]=[CH:14][C:13]=1[S:18]([N:21]1[CH2:26][CH2:25][O:24][CH2:23][CH2:22]1)(=[O:20])=[O:19].[OH-].[Li+]. The catalyst is C1COCC1.CO.O. The yield is 0.719. The product is [CH3:1][C:2]1[N:3]([CH2:29][C:30]([OH:32])=[O:31])[C:4]2[CH2:5][C:6]([CH3:28])([CH3:27])[CH2:7][CH2:8][C:9]=2[C:10]=1[CH2:11][C:12]1[CH:17]=[CH:16][CH:15]=[CH:14][C:13]=1[S:18]([N:21]1[CH2:22][CH2:23][O:24][CH2:25][CH2:26]1)(=[O:19])=[O:20].